Task: Regression/Classification. Given a drug SMILES string, predict its toxicity properties. Task type varies by dataset: regression for continuous values (e.g., LD50, hERG inhibition percentage) or binary classification for toxic/non-toxic outcomes (e.g., AMES mutagenicity, cardiotoxicity, hepatotoxicity). Dataset: herg_karim.. Dataset: hERG potassium channel inhibition data for cardiac toxicity prediction from Karim et al. (1) The molecule is Fc1ccc(-n2ncc3c2CCCC3CCN2CCOCC2)cc1. The result is 1 (blocker). (2) The molecule is CC(=O)NCCc1ccccc1-c1ccc([C@H]2CNCC[C@@]23OC(=O)c2cc(F)c(F)cc23)c(C)c1. The result is 0 (non-blocker). (3) The compound is Cc1ccc(Nc2c(-c3ccc(F)cc3)nc3n2CCN(C(=O)CN)C3)cc1. The result is 0 (non-blocker). (4) The drug is CC#Cc1cncc(-c2ccc3c(c2)C2(COC(N)=N2)C2(COC2)C2(CCC2)O3)c1. The result is 1 (blocker). (5) The compound is COCCN(C)C(c1ccccc1)C(O)(c1cccnc1)c1cccnc1. The result is 1 (blocker). (6) The drug is CCC(=O)C(C[C@H](C)N(C)C)(c1ccccc1)c1ccccc1. The result is 1 (blocker).